From a dataset of Full USPTO retrosynthesis dataset with 1.9M reactions from patents (1976-2016). Predict the reactants needed to synthesize the given product. (1) Given the product [CH:18]([O:17][CH:14]1[CH2:13][CH2:12][N:11]([CH2:10][C:7]2[NH:6][C:5]([C:3]([OH:4])=[O:2])=[CH:9][CH:8]=2)[CH2:16][CH2:15]1)([C:25]1[CH:26]=[CH:27][CH:28]=[CH:29][CH:30]=1)[C:19]1[CH:20]=[CH:21][CH:22]=[CH:23][CH:24]=1, predict the reactants needed to synthesize it. The reactants are: C[O:2][C:3]([C:5]1[N:6](C(OC(C)(C)C)=O)[C:7]([CH2:10][N:11]2[CH2:16][CH2:15][CH:14]([O:17][CH:18]([C:25]3[CH:30]=[CH:29][CH:28]=[CH:27][CH:26]=3)[C:19]3[CH:24]=[CH:23][CH:22]=[CH:21][CH:20]=3)[CH2:13][CH2:12]2)=[CH:8][CH:9]=1)=[O:4].[OH-].[Na+]. (2) Given the product [Cl:25][C:21]1[CH:20]=[C:19]([CH:24]=[CH:23][CH:22]=1)[C:18]([NH:17][C:11]1[CH:12]=[C:13]([Cl:16])[CH:14]=[CH:15][C:10]=1[N:7]1[CH2:8][CH2:9][CH:4]([CH2:3][CH2:2][N:31]2[CH2:32][CH2:33][CH:28]([OH:27])[CH2:29][CH2:30]2)[CH2:5][CH2:6]1)=[O:26], predict the reactants needed to synthesize it. The reactants are: Br[CH2:2][CH2:3][CH:4]1[CH2:9][CH2:8][N:7]([C:10]2[CH:15]=[CH:14][C:13]([Cl:16])=[CH:12][C:11]=2[NH:17][C:18](=[O:26])[C:19]2[CH:24]=[CH:23][CH:22]=[C:21]([Cl:25])[CH:20]=2)[CH2:6][CH2:5]1.[OH:27][CH:28]1[CH2:33][CH2:32][NH:31][CH2:30][CH2:29]1.C(N(CC)C(C)C)(C)C. (3) Given the product [OH:20][CH:21]1[CH2:26][CH2:25][CH2:24][N:23]([S:16]([C:14]2[S:15][C:11]([C:7]3[S:6][C:5]([NH:4][C:1](=[O:3])[CH3:2])=[N:9][C:8]=3[CH3:10])=[CH:12][CH:13]=2)(=[O:18])=[O:17])[CH2:22]1, predict the reactants needed to synthesize it. The reactants are: [C:1]([NH:4][C:5]1[S:6][C:7]([C:11]2[S:15][C:14]([S:16](Cl)(=[O:18])=[O:17])=[CH:13][CH:12]=2)=[C:8]([CH3:10])[N:9]=1)(=[O:3])[CH3:2].[OH:20][CH:21]1[CH2:26][CH2:25][CH2:24][NH:23][CH2:22]1.CCN(C(C)C)C(C)C. (4) Given the product [C:15]([O:19][C:20]([NH:22][C@H:23]([C:29]([O:31][CH3:32])=[O:30])[CH:24]([CH3:11])[C:25]([O:27][CH3:28])=[O:26])=[O:21])([CH3:17])([CH3:18])[CH3:16], predict the reactants needed to synthesize it. The reactants are: C[Si](C)(C)N[Si](C)(C)C.[Li][CH2:11]CCC.[C:15]([O:19][C:20]([NH:22][C@H:23]([C:29]([O:31][CH3:32])=[O:30])[CH2:24][C:25]([O:27][CH3:28])=[O:26])=[O:21])([CH3:18])([CH3:17])[CH3:16].CI. (5) Given the product [NH2:10][CH2:9][C@@H:8]([NH:7][C:5](=[O:6])[C:4]1[CH:32]=[CH:33][C:34]([C:35]2[N:39]([CH3:40])[N:38]=[CH:37][CH:36]=2)=[C:2]([Br:1])[CH:3]=1)[CH2:21][C:22]1[CH:27]=[CH:26][CH:25]=[CH:24][C:23]=1[C:28]([F:31])([F:30])[F:29], predict the reactants needed to synthesize it. The reactants are: [Br:1][C:2]1[CH:3]=[C:4]([CH:32]=[CH:33][C:34]=1[C:35]1[N:39]([CH3:40])[N:38]=[CH:37][CH:36]=1)[C:5]([NH:7][C@@H:8]([CH2:21][C:22]1[CH:27]=[CH:26][CH:25]=[CH:24][C:23]=1[C:28]([F:31])([F:30])[F:29])[CH2:9][N:10]1C(=O)C2C(=CC=CC=2)C1=O)=[O:6].NN. (6) The reactants are: [C:1]1([C:7]([C:9]2[N:14]=[C:13]3[NH:15][CH:16]=[CH:17][C:12]3=[CH:11][CH:10]=2)=O)[CH:6]=[CH:5][CH:4]=[CH:3][CH:2]=1.[Cl-].[CH3:19][O:20][NH3+:21].N1C=CC=CC=1. Given the product [CH3:19][O:20]/[N:21]=[C:7](\[C:1]1[CH:6]=[CH:5][CH:4]=[CH:3][CH:2]=1)/[C:9]1[N:14]=[C:13]2[NH:15][CH:16]=[CH:17][C:12]2=[CH:11][CH:10]=1, predict the reactants needed to synthesize it. (7) Given the product [CH:18]1([NH:17][C:15](=[O:16])[C:14]2[CH:21]=[CH:22][C:11]([C:8]3[N:6]4[N:7]=[C:2]([C:33]([C:35]5[CH:40]=[CH:39][CH:38]=[CH:37][CH:36]=5)=[CH2:34])[CH:3]=[C:4]([NH:24][CH2:25][CH2:26][C:27]([F:30])([F:29])[F:28])[C:5]4=[N:10][CH:9]=3)=[CH:12][C:13]=2[CH3:23])[CH2:20][CH2:19]1, predict the reactants needed to synthesize it. The reactants are: Br[C:2]1[CH:3]=[C:4]([NH:24][CH2:25][CH2:26][C:27]([F:30])([F:29])[F:28])[C:5]2[N:6]([C:8]([C:11]3[CH:22]=[CH:21][C:14]([C:15]([NH:17][CH:18]4[CH2:20][CH2:19]4)=[O:16])=[C:13]([CH3:23])[CH:12]=3)=[CH:9][N:10]=2)[N:7]=1.Br[Mg][C:33]([C:35]1[CH:40]=[CH:39][CH:38]=[CH:37][CH:36]=1)=[CH2:34].